This data is from Full USPTO retrosynthesis dataset with 1.9M reactions from patents (1976-2016). The task is: Predict the reactants needed to synthesize the given product. (1) Given the product [Cl:14][C:15]1[CH:16]=[C:17]([CH:18]=[CH:19][C:20]=1[O:21][CH3:22])[CH2:23][CH2:24][C:25]1[O:11][C:10]([C:8]2[CH:7]=[CH:6][C:5]3[NH:1][CH:2]=[N:3][C:4]=3[CH:9]=2)=[N:12][N:13]=1, predict the reactants needed to synthesize it. The reactants are: [N:1]1[C:5]2[CH:6]=[CH:7][C:8]([C:10]([NH:12][NH2:13])=[O:11])=[CH:9][C:4]=2[NH:3][CH:2]=1.[Cl:14][C:15]1[CH:16]=[C:17]([CH2:23][CH2:24][C:25](O)=O)[CH:18]=[CH:19][C:20]=1[O:21][CH3:22]. (2) The reactants are: [C:1]([Si:5]([CH3:25])([CH3:24])[O:6][CH:7]([CH2:16][C:17]1[CH:22]=[CH:21][CH:20]=[C:19]([F:23])[CH:18]=1)[CH2:8][CH2:9][CH:10]1[NH:14][C:13](=[O:15])[CH2:12][CH2:11]1)([CH3:4])([CH3:3])[CH3:2].C[Si]([N-][Si](C)(C)C)(C)C.[Na+].Br[CH2:37][CH2:38][CH2:39][CH2:40][CH2:41][CH2:42][C:43]#[N:44]. Given the product [C:1]([Si:5]([CH3:25])([CH3:24])[O:6][CH:7]([CH2:16][C:17]1[CH:22]=[CH:21][CH:20]=[C:19]([F:23])[CH:18]=1)[CH2:8][CH2:9][CH:10]1[CH2:11][CH2:12][C:13](=[O:15])[N:14]1[CH2:37][CH2:38][CH2:39][CH2:40][CH2:41][CH2:42][C:43]#[N:44])([CH3:4])([CH3:3])[CH3:2], predict the reactants needed to synthesize it. (3) Given the product [F:20][C:11]1[C:10]([F:21])=[C:9]2[C:17]([CH2:18][C:28]3([C@H:5]4[C@H:6]([CH3:8])[O:7][C@H:2]([CH3:1])[CH2:3][N:4]42)[C:26](=[O:27])[NH:25][C:23](=[O:24])[NH:22][C:29]3=[O:30])=[CH:16][C:12]=1[C:13]([OH:15])=[O:14], predict the reactants needed to synthesize it. The reactants are: [CH3:1][C@H:2]1[O:7][C@@H:6]([CH3:8])[CH2:5][N:4]([C:9]2[C:17]([CH:18]=O)=[CH:16][C:12]([C:13]([OH:15])=[O:14])=[C:11]([F:20])[C:10]=2[F:21])[CH2:3]1.[NH:22]1[C:29](=[O:30])[CH2:28][C:26](=[O:27])[NH:25][C:23]1=[O:24]. (4) Given the product [O:4]=[C:5]1[C:14]2[C:9](=[C:10]([NH:15][C:16]([C:18]3[CH:23]=[N:22][CH:21]=[CH:20][N:19]=3)=[O:17])[CH:11]=[CH:12][CH:13]=2)[NH:8][C:7]([C:24]2[CH:29]=[CH:28][CH:27]=[C:26]([C:30]([F:33])([F:32])[F:31])[CH:25]=2)=[CH:6]1, predict the reactants needed to synthesize it. The reactants are: C([O:4][C:5]1[C:14]2[C:9](=[C:10]([NH:15][C:16]([C:18]3[CH:23]=[N:22][CH:21]=[CH:20][N:19]=3)=[O:17])[CH:11]=[CH:12][CH:13]=2)[N:8]=[C:7]([C:24]2[CH:29]=[CH:28][CH:27]=[C:26]([C:30]([F:33])([F:32])[F:31])[CH:25]=2)[CH:6]=1)(=O)C.Cl. (5) Given the product [ClH:34].[N:11]1([C:14](=[S:33])[O:15][CH2:16][C:17]2[CH:22]=[CH:21][C:20]([O:23][S:24]([C:27]3[CH:28]=[CH:29][CH:30]=[CH:31][CH:32]=3)(=[O:26])=[O:25])=[CH:19][CH:18]=2)[CH2:12][CH2:13][NH:8][CH2:9][CH2:10]1, predict the reactants needed to synthesize it. The reactants are: C(OC([N:8]1[CH2:13][CH2:12][N:11]([C:14](=[S:33])[O:15][CH2:16][C:17]2[CH:22]=[CH:21][C:20]([O:23][S:24]([C:27]3[CH:32]=[CH:31][CH:30]=[CH:29][CH:28]=3)(=[O:26])=[O:25])=[CH:19][CH:18]=2)[CH2:10][CH2:9]1)=O)(C)(C)C.[ClH:34]. (6) Given the product [NH2:18][CH:17]1[CH2:16][C:15]2[C:10](=[C:11]([N:22]3[CH2:26][CH2:25][CH2:24][C:23]3=[O:27])[CH:12]=[CH:13][CH:14]=2)[N:9]([CH2:28][C:29]2[CH:33]=[CH:32][S:31][CH:30]=2)[C:8]1=[O:7], predict the reactants needed to synthesize it. The reactants are: S(=O)(=O)(O)O.O.[O:7]=[C:8]1[CH:17]([NH:18]C(=O)C)[CH2:16][C:15]2[C:10](=[C:11]([N:22]3[CH2:26][CH2:25][CH2:24][C:23]3=[O:27])[CH:12]=[CH:13][CH:14]=2)[N:9]1[CH2:28][C:29]1[CH:33]=[CH:32][S:31][CH:30]=1.[OH-].[Na+]. (7) Given the product [NH2:21][C:9]1[C:8]2[N:7]=[C:6]([CH2:19][OH:20])[N:5]([CH2:1][CH2:2][CH2:3][CH3:4])[C:17]=2[C:16]2[CH:15]=[CH:14][CH:13]=[CH:12][C:11]=2[N:10]=1, predict the reactants needed to synthesize it. The reactants are: [CH2:1]([N:5]1[C:17]2[C:16]3[CH:15]=[CH:14][CH:13]=[CH:12][C:11]=3[N:10]=[C:9](Cl)[C:8]=2[N:7]=[C:6]1[CH2:19][OH:20])[CH2:2][CH2:3][CH3:4].[NH3:21].